Task: Predict the reaction yield, written as a fraction of the theoretical maximum amount of product (1.0 means a 100% yield; for example, 0.34 means a 34% yield).. Dataset: Reaction yield outcomes from USPTO patents with 853,638 reactions (1) The reactants are [CH3:1][C:2]1[CH:3]=[C:4]([C:9]2[N:13]([CH3:14])[N:12]=[C:11]([C:15](=[N:17][NH:18][C:19]([C:21]3[CH:30]=[CH:29][C:24]([C:25]([O:27]C)=[O:26])=[CH:23][CH:22]=3)=[O:20])[CH3:16])[C:10]=2[OH:31])[CH:5]=[CH:6][C:7]=1[CH3:8].CO.[OH-].[Na+].Cl. The catalyst is O. The product is [CH3:1][C:2]1[CH:3]=[C:4]([C:9]2[N:13]([CH3:14])[N:12]=[C:11]([C:15](=[N:17][NH:18][C:19]([C:21]3[CH:22]=[CH:23][C:24]([C:25]([OH:27])=[O:26])=[CH:29][CH:30]=3)=[O:20])[CH3:16])[C:10]=2[OH:31])[CH:5]=[CH:6][C:7]=1[CH3:8]. The yield is 0.840. (2) The reactants are [NH:1]1[CH:5]=[CH:4][N:3]=[C:2]1[C:6]1[CH:7]=[CH:8][C:9]([CH3:30])=[C:10]([NH:12][C:13](=[O:29])[C:14]2[CH:19]=[CH:18][C:17]([O:20][CH2:21][C:22]3[CH:27]=[C:26](Cl)[CH:25]=[CH:24][N:23]=3)=[CH:16][CH:15]=2)[CH:11]=1.[CH3:31][N:32]([CH3:36])[CH2:33][CH2:34][OH:35].CC(C)([O-])C.[K+]. The catalyst is C(O)(C)(C)C. The product is [CH3:31][N:32]([CH3:36])[CH2:33][CH2:34][O:35][C:26]1[CH:25]=[CH:24][N:23]=[C:22]([CH2:21][O:20][C:17]2[CH:18]=[CH:19][C:14]([C:13]([NH:12][C:10]3[CH:11]=[C:6]([C:2]4[NH:3][CH:4]=[CH:5][N:1]=4)[CH:7]=[CH:8][C:9]=3[CH3:30])=[O:29])=[CH:15][CH:16]=2)[CH:27]=1. The yield is 0.240. (3) The reactants are [Cl:1][C:2]1[CH:18]=[CH:17][C:5]2[C:6]3[N:7]([N:11]=[C:12]([C:14]([NH2:16])=O)[N:13]=3)[CH2:8][CH2:9][O:10][C:4]=2[CH:3]=1.[C:19]1([CH3:25])C=CC=C[CH:20]=1.COC(OC)N(C)C.Cl.[CH:35]([NH:38][NH2:39])(C)C.C(O)(=O)C. No catalyst specified. The product is [Cl:1][C:2]1[CH:18]=[CH:17][C:5]2[C:6]3[N:7]([N:11]=[C:12]([C:14]4[N:39]([CH:19]([CH3:25])[CH3:20])[N:38]=[CH:35][N:16]=4)[N:13]=3)[CH2:8][CH2:9][O:10][C:4]=2[CH:3]=1. The yield is 0.980. (4) The reactants are C(OC([N:8]1[CH2:13][CH2:12][C:11]([C:23]#[N:24])([CH:14]([C:16]2[CH:21]=[CH:20][C:19]([F:22])=[CH:18][CH:17]=2)[OH:15])[CH2:10][CH2:9]1)=O)(C)(C)C.FC(F)(F)C(O)=O. The catalyst is C(Cl)Cl. The product is [F:22][C:19]1[CH:18]=[CH:17][C:16]([CH:14]([OH:15])[C:11]2([C:23]#[N:24])[CH2:10][CH2:9][NH:8][CH2:13][CH2:12]2)=[CH:21][CH:20]=1. The yield is 0.830. (5) The reactants are [Br:1][C:2]1[CH:7]=[CH:6][C:5](I)=[C:4]([O:9][C:10]([F:13])([F:12])[F:11])[CH:3]=1.C([Li])(C)(C)C.[CH:19](N1CCOCC1)=[O:20]. The catalyst is C1COCC1. The product is [Br:1][C:2]1[CH:7]=[CH:6][C:5]([CH:19]=[O:20])=[C:4]([O:9][C:10]([F:13])([F:12])[F:11])[CH:3]=1. The yield is 0.510. (6) The reactants are [NH2:1][C:2]1[CH:7]=[CH:6][C:5]([Br:8])=[CH:4][C:3]=1[C:9]([C:11]1[CH:16]=[CH:15][CH:14]=[CH:13][CH:12]=1)=O.[CH:17]1([C:20](=[O:25])[CH2:21][C:22](=O)[CH3:23])[CH2:19][CH2:18]1.C(O)(C)C. The catalyst is CCCCCCC.C(OCC)(=O)C. The product is [Br:8][C:5]1[CH:4]=[C:3]2[C:2](=[CH:7][CH:6]=1)[N:1]=[C:22]([CH3:23])[C:21]([C:20]([CH:17]1[CH2:19][CH2:18]1)=[O:25])=[C:9]2[C:11]1[CH:16]=[CH:15][CH:14]=[CH:13][CH:12]=1. The yield is 0.750. (7) The reactants are [Cl:1][C:2]1[CH:3]=[C:4]([C:8]#[C:9][CH:10]([N:13]2[CH2:18][CH2:17][NH:16][CH2:15][CH2:14]2)[CH2:11][CH3:12])[CH:5]=[CH:6][CH:7]=1.C(N(CC)CC)C.Cl[C:27]([O:29][CH2:30][CH:31]([CH3:33])[CH3:32])=[O:28]. The catalyst is C(Cl)Cl. The product is [CH2:30]([O:29][C:27]([N:16]1[CH2:15][CH2:14][N:13]([CH:10]([CH2:11][CH3:12])[C:9]#[C:8][C:4]2[CH:5]=[CH:6][CH:7]=[C:2]([Cl:1])[CH:3]=2)[CH2:18][CH2:17]1)=[O:28])[CH:31]([CH3:33])[CH3:32]. The yield is 0.440. (8) The reactants are [CH3:1][O:2][C:3](=[O:28])[CH2:4][C@H:5]1[C:21](=[O:22])[N:20]([CH2:23][C:24]([CH3:27])([CH3:26])[CH3:25])[CH2:19][C:8]2[C:9]3[CH:10]=[N:11][NH:12][C:13]=3[C:14]([C:16]([CH3:18])=[CH2:17])=[CH:15][C:7]=2[CH2:6]1.[H][H]. The catalyst is C(OCC)(=O)C.CO.[Pd]. The product is [CH3:1][O:2][C:3](=[O:28])[CH2:4][C@H:5]1[C:21](=[O:22])[N:20]([CH2:23][C:24]([CH3:25])([CH3:27])[CH3:26])[CH2:19][C:8]2[C:9]3[CH:10]=[N:11][NH:12][C:13]=3[C:14]([CH:16]([CH3:18])[CH3:17])=[CH:15][C:7]=2[CH2:6]1. The yield is 0.900.